This data is from Reaction yield outcomes from USPTO patents with 853,638 reactions. The task is: Predict the reaction yield, written as a fraction of the theoretical maximum amount of product (1.0 means a 100% yield; for example, 0.34 means a 34% yield). (1) The reactants are [CH2:1]([O:3][C:4](=[O:15])[CH:5]=[CH:6][C:7]1[CH:12]=[C:11]([Cl:13])[CH:10]=[CH:9][C:8]=1[NH2:14])[CH3:2].[C:16]([O:20][C:21]([N:23]1[CH2:28][CH2:27][C:26](=O)[CH2:25][CH2:24]1)=[O:22])([CH3:19])([CH3:18])[CH3:17].C(O[BH-](OC(=O)C)OC(=O)C)(=O)C.[Na+].C(O)(=O)C.C([O-])(O)=O.[Na+]. The catalyst is C(Cl)Cl. The product is [C:16]([O:20][C:21]([N:23]1[CH2:28][CH2:27][CH:26]([NH:14][C:8]2[CH:9]=[CH:10][C:11]([Cl:13])=[CH:12][C:7]=2[CH:6]=[CH:5][C:4]([O:3][CH2:1][CH3:2])=[O:15])[CH2:25][CH2:24]1)=[O:22])([CH3:19])([CH3:17])[CH3:18]. The yield is 0.660. (2) The reactants are [CH3:1][O:2][C:3]1[CH:4]=[C:5]([NH:11][C:12]2[C:13]([NH:22][S:23]([C:26]3[CH:27]=[N:28][CH:29]=[CH:30][CH:31]=3)(=[O:25])=[O:24])=[N:14][C:15]3[C:20]([N:21]=2)=[CH:19][CH:18]=[CH:17][CH:16]=3)[CH:6]=[C:7]([O:9][CH3:10])[CH:8]=1.CS(C)=[O:34].[OH-].[Na+].Cl. The catalyst is O. The product is [CH3:10][O:9][C:7]1[CH:6]=[C:5]([NH:11][C:12]2[C:13]([NH:22][S:23]([C:26]3[CH:31]=[CH:30][C:29](=[O:34])[NH:28][CH:27]=3)(=[O:24])=[O:25])=[N:14][C:15]3[C:20]([N:21]=2)=[CH:19][CH:18]=[CH:17][CH:16]=3)[CH:4]=[C:3]([O:2][CH3:1])[CH:8]=1. The yield is 0.900. (3) The reactants are [F:1][C:2]1[CH:38]=[CH:37][C:5]([CH2:6][N:7]2[C:16](=[O:17])[C:15]([C:18]3[NH:23][C:22]4[CH:24]=[CH:25][C:26]([NH:28][S:29]([CH3:32])(=[O:31])=[O:30])=[CH:27][C:21]=4[S:20](=[O:34])(=[O:33])[N:19]=3)=[C:14]([OH:35])[C@H:13]3[C@@H:8]2[C@H:9]2[CH2:36][C@@H:12]3[CH2:11][CH2:10]2)=[CH:4][CH:3]=1.[O:39]=C[C@@H]([C@H]([C@@H]([C@@H](CO)O)O)O)O.C1C=[N+]([C@@H]2O[C@H](COP(OP(OC[C@H]3O[C@@H](N4C5N=CN=C(N)C=5N=C4)[C@H](OP(O)(O)=O)[C@@H]3O)(O)=O)(O)=O)[C@@H](O)[C@H]2O)C=C(C(N)=O)C=1.CO. The catalyst is CS(C)=O.P([O-])([O-])([O-])=O.[K+].[K+].[K+]. The product is [F:1][C:2]1[CH:38]=[CH:37][C:5]([CH2:6][N:7]2[C:16](=[O:17])[C:15]([C:18]3[NH:23][C:22]4[CH:24]=[CH:25][C:26]([NH:28][S:29]([CH3:32])(=[O:31])=[O:30])=[CH:27][C:21]=4[S:20](=[O:33])(=[O:34])[N:19]=3)=[C:14]([OH:35])[C@H:13]3[C@@H:8]2[C@@H:9]2[CH2:36][C@@H:12]3[CH:11]([OH:39])[CH2:10]2)=[CH:4][CH:3]=1. The yield is 0.290. (4) The reactants are [CH2:1]([NH:8][C:9](=[O:16])[NH:10][O:11][CH2:12][C:13]([OH:15])=O)[C:2]1[CH:7]=[CH:6][CH:5]=[CH:4][CH:3]=1.[NH2:17][C@@H:18]([CH2:41][C:42]1[CH:47]=[CH:46][C:45]([O:48][C:49]([CH3:52])([CH3:51])[CH3:50])=[CH:44][CH:43]=1)[C:19]([N:21]([CH2:33][CH:34]([O:38][CH2:39][CH3:40])[O:35][CH2:36][CH3:37])[CH2:22][C:23]1[C:32]2[C:27](=[CH:28][CH:29]=[CH:30][CH:31]=2)[CH:26]=[CH:25][CH:24]=1)=[O:20]. No catalyst specified. The product is [CH2:1]([NH:8][C:9](=[O:16])[NH:10][O:11][CH2:12][C:13]([NH:17][C@@H:18]([CH2:41][C:42]1[CH:47]=[CH:46][C:45]([O:48][C:49]([CH3:51])([CH3:50])[CH3:52])=[CH:44][CH:43]=1)[C:19]([N:21]([CH2:33][CH:34]([O:38][CH2:39][CH3:40])[O:35][CH2:36][CH3:37])[CH2:22][C:23]1[C:32]2[C:27](=[CH:28][CH:29]=[CH:30][CH:31]=2)[CH:26]=[CH:25][CH:24]=1)=[O:20])=[O:15])[C:2]1[CH:3]=[CH:4][CH:5]=[CH:6][CH:7]=1. The yield is 0.520.